The task is: Regression. Given a peptide amino acid sequence and an MHC pseudo amino acid sequence, predict their binding affinity value. This is MHC class II binding data.. This data is from Peptide-MHC class II binding affinity with 134,281 pairs from IEDB. (1) The peptide sequence is KEKVYLSWVPAHKGIGGNE. The MHC is DRB1_1201 with pseudo-sequence DRB1_1201. The binding affinity (normalized) is 0.255. (2) The peptide sequence is MTDPHAMRDMAGRFE. The MHC is DRB1_1302 with pseudo-sequence DRB1_1302. The binding affinity (normalized) is 0.363. (3) The peptide sequence is KFPELGMNPSHCNEM. The MHC is HLA-DQA10401-DQB10402 with pseudo-sequence HLA-DQA10401-DQB10402. The binding affinity (normalized) is 0.141. (4) The peptide sequence is ARNLVPMVATVQGQN. The MHC is DRB1_0405 with pseudo-sequence DRB1_0405. The binding affinity (normalized) is 0.542. (5) The peptide sequence is GQWRGAAGTAAQAAV. The MHC is DRB3_0101 with pseudo-sequence DRB3_0101. The binding affinity (normalized) is 0.238. (6) The peptide sequence is TYDKGILTVSVAVSE. The MHC is DRB1_0701 with pseudo-sequence DRB1_0701. The binding affinity (normalized) is 0.586. (7) The peptide sequence is GLRVVCAKYALA. The MHC is DRB3_0101 with pseudo-sequence DRB3_0101. The binding affinity (normalized) is 0. (8) The peptide sequence is KLPKPPKPVSKMRMATPLL. The MHC is HLA-DQA10301-DQB10302 with pseudo-sequence HLA-DQA10301-DQB10302. The binding affinity (normalized) is 0.0521. (9) The peptide sequence is EKGSNPNYLALLVKY. The MHC is HLA-DQA10501-DQB10301 with pseudo-sequence HLA-DQA10501-DQB10301. The binding affinity (normalized) is 0.290.